This data is from Reaction yield outcomes from USPTO patents with 853,638 reactions. The task is: Predict the reaction yield, written as a fraction of the theoretical maximum amount of product (1.0 means a 100% yield; for example, 0.34 means a 34% yield). (1) The reactants are [CH3:1][P:2](=[O:7])([O:5][CH3:6])[O:3][CH3:4].[Li]CCCC.[C:13](OC)(=[O:18])[CH2:14][CH2:15][CH2:16][CH3:17]. The catalyst is C1COCC1. The product is [O:18]=[C:13]([CH2:14][CH2:15][CH2:16][CH3:17])[CH2:1][P:2](=[O:7])([O:5][CH3:6])[O:3][CH3:4]. The yield is 0.960. (2) The reactants are Br[C:2]1[CH:3]=[C:4]2[C:9](=[CH:10][CH:11]=1)[N:8]=[C:7]([O:12][CH3:13])[CH:6]=[C:5]2[C:14]1[CH:19]=[CH:18][CH:17]=[C:16]([Cl:20])[CH:15]=1.[Cl:21][C:22]1[CH:26]=[CH:25][S:24][C:23]=1[C:27]([C:29]1[N:30]([CH3:34])[CH:31]=[N:32][CH:33]=1)=[O:28]. No catalyst specified. The product is [Cl:20][C:16]1[CH:15]=[C:14]([C:5]2[C:4]3[C:9](=[CH:10][CH:11]=[C:2]([C:27]([C:23]4[S:24][CH:25]=[CH:26][C:22]=4[Cl:21])([C:29]4[N:30]([CH3:34])[CH:31]=[N:32][CH:33]=4)[OH:28])[CH:3]=3)[N:8]=[C:7]([O:12][CH3:13])[CH:6]=2)[CH:19]=[CH:18][CH:17]=1. The yield is 0.510. (3) The reactants are [CH:1]1([CH:4]([NH:8][C:9]2[C:14]([N+:15]([O-])=O)=[C:13]([C:18]3[CH:23]=[CH:22][C:21]([Cl:24])=[CH:20][C:19]=3[Cl:25])[CH:12]=[CH:11][N:10]=2)[CH2:5][CH2:6][CH3:7])[CH2:3][CH2:2]1.[O-]S(S([O-])=O)=O.[Na+].[Na+]. No catalyst specified. The product is [CH:1]1([CH:4]([NH:8][C:9]2[C:14]([NH2:15])=[C:13]([C:18]3[CH:23]=[CH:22][C:21]([Cl:24])=[CH:20][C:19]=3[Cl:25])[CH:12]=[CH:11][N:10]=2)[CH2:5][CH2:6][CH3:7])[CH2:3][CH2:2]1. The yield is 0.720. (4) The yield is 0.200. The product is [CH:24]1([N:22]([CH3:23])[C:4]2[C:5]([CH3:21])=[C:6]([CH:20]=[C:2]([C:34]3[CH:33]=[N:32][N:31]([CH3:30])[CH:35]=3)[CH:3]=2)[C:7]([NH:9][CH2:10][C:11]2[C:12](=[O:19])[NH:13][C:14]([CH3:18])=[CH:15][C:16]=2[CH3:17])=[O:8])[CH2:29][CH2:28][CH2:27][CH2:26][CH2:25]1. The reactants are Br[C:2]1[CH:3]=[C:4]([N:22]([CH:24]2[CH2:29][CH2:28][CH2:27][CH2:26][CH2:25]2)[CH3:23])[C:5]([CH3:21])=[C:6]([CH:20]=1)[C:7]([NH:9][CH2:10][C:11]1[C:12](=[O:19])[NH:13][C:14]([CH3:18])=[CH:15][C:16]=1[CH3:17])=[O:8].[CH3:30][N:31]1[CH:35]=[C:34](B2OC(C)(C)C(C)(C)O2)[CH:33]=[N:32]1.C([O-])([O-])=O.[Na+].[Na+]. The catalyst is O1CCOCC1.O.C1C=CC([P]([Pd]([P](C2C=CC=CC=2)(C2C=CC=CC=2)C2C=CC=CC=2)([P](C2C=CC=CC=2)(C2C=CC=CC=2)C2C=CC=CC=2)[P](C2C=CC=CC=2)(C2C=CC=CC=2)C2C=CC=CC=2)(C2C=CC=CC=2)C2C=CC=CC=2)=CC=1. (5) The yield is 0.780. The product is [Cl:1][C:2]1[CH:3]=[CH:4][C:5]([CH2:6][NH:7][C:8]([C:10]2[CH:11]=[N:12][C:13]3[C:18]([C:19]=2[OH:20])=[CH:17][C:16]([CH2:21][N:40]2[CH2:45][CH2:44][O:43][CH2:42][CH2:41]2)=[CH:15][C:14]=3[I:23])=[O:9])=[CH:24][CH:25]=1. The catalyst is CN(C1C=CN=CC=1)C.CN(C=O)C.O. The reactants are [Cl:1][C:2]1[CH:25]=[CH:24][C:5]([CH2:6][NH:7][C:8]([C:10]2[CH:11]=[N:12][C:13]3[C:18]([C:19]=2[OH:20])=[CH:17][C:16]([CH2:21]O)=[CH:15][C:14]=3[I:23])=[O:9])=[CH:4][CH:3]=1.N1C(C)=CC(C)=CC=1C.CS(Cl)(=O)=O.[NH:40]1[CH2:45][CH2:44][O:43][CH2:42][CH2:41]1. (6) The reactants are C(N(CC)CC)C.[OH:8][C:9]1[CH:13]=[C:12]([CH3:14])[NH:11][N:10]=1.[C:15](O[C:15]([O:17][C:18]([CH3:21])([CH3:20])[CH3:19])=[O:16])([O:17][C:18]([CH3:21])([CH3:20])[CH3:19])=[O:16]. The catalyst is CO. The product is [OH:8][C:9]1[CH:13]=[C:12]([CH3:14])[N:11]([C:15]([O:17][C:18]([CH3:21])([CH3:20])[CH3:19])=[O:16])[N:10]=1. The yield is 0.971. (7) The reactants are [H-].[H-].[H-].[H-].[Li+].[Al+3].[NH2:7][C@@H:8]([CH:18]([CH3:20])[CH3:19])[C:9]([N:11]1[CH2:15][CH2:14][C:13]([F:17])([F:16])[CH2:12]1)=O.O.[OH-].[Na+]. The catalyst is C1COCC1. The product is [F:17][C:13]1([F:16])[CH2:14][CH2:15][N:11]([CH2:9][C@@H:8]([NH2:7])[CH:18]([CH3:19])[CH3:20])[CH2:12]1. The yield is 0.706. (8) The reactants are BrC1C=CC(O)=C(C2C=[CH:16][C:15]3[C:10](=[CH:11][CH:12]=[C:13]([C:18]4[N:22]([CH:23]5[CH2:28][CH2:27][CH2:26][CH2:25][CH2:24]5)[C:21]5[CH:29]=[CH:30][C:31]([C:33]([OH:35])=[O:34])=[CH:32][C:20]=5[N:19]=4)[CH:14]=3)[N:9]=2)C=1.[NH2:37][C:38]1[C:43]([Cl:44])=[CH:42][C:41]([C:45](=O)[CH3:46])=[CH:40][C:39]=1[Cl:48].[OH-].[K+]. The catalyst is C(O)C. The product is [NH2:37][C:38]1[C:43]([Cl:44])=[CH:42][C:41]([C:45]2[CH:46]=[CH:16][C:15]3[C:10](=[CH:11][CH:12]=[C:13]([C:18]4[N:22]([CH:23]5[CH2:24][CH2:25][CH2:26][CH2:27][CH2:28]5)[C:21]5[CH:29]=[CH:30][C:31]([C:33]([OH:35])=[O:34])=[CH:32][C:20]=5[N:19]=4)[CH:14]=3)[N:9]=2)=[CH:40][C:39]=1[Cl:48]. The yield is 0.250. (9) The reactants are [CH2:1]([O:8][C:9]([N:11]1[CH2:16][CH2:15][CH:14]([CH2:17][N:18]([C:34](=[O:43])[C:35]2[CH:40]=[CH:39][C:38]([Cl:41])=[CH:37][C:36]=2[Cl:42])[C:19]2[CH:23]=[C:22]([C:24]3[CH:29]=[CH:28][CH:27]=[CH:26][CH:25]=3)[S:21][C:20]=2[C:30]([O:32]C)=[O:31])[CH2:13][CH2:12]1)=[O:10])[C:2]1[CH:7]=[CH:6][CH:5]=[CH:4][CH:3]=1.O[Li].O.CO. The catalyst is C1COCC1.CO.O.CC(O)=O. The product is [CH2:1]([O:8][C:9]([N:11]1[CH2:16][CH2:15][CH:14]([CH2:17][N:18]([C:19]2[CH:23]=[C:22]([C:24]3[CH:29]=[CH:28][CH:27]=[CH:26][CH:25]=3)[S:21][C:20]=2[C:30]([OH:32])=[O:31])[C:34](=[O:43])[C:35]2[CH:40]=[CH:39][C:38]([Cl:41])=[CH:37][C:36]=2[Cl:42])[CH2:13][CH2:12]1)=[O:10])[C:2]1[CH:7]=[CH:6][CH:5]=[CH:4][CH:3]=1. The yield is 0.850. (10) The reactants are O=C1CCC(=O)N1[O:8][C:9](=O)[CH2:10][CH2:11][CH:12]([NH:20][C:21](=[O:47])[CH2:22][CH2:23][CH2:24][CH2:25][CH2:26][CH2:27][CH2:28][CH2:29][CH2:30][CH2:31][CH2:32][CH2:33][CH2:34][CH2:35][CH2:36][CH2:37][CH2:38][CH2:39][C:40]([O:42][C:43]([CH3:46])([CH3:45])[CH3:44])=[O:41])[C:13]([O:15][C:16]([CH3:19])([CH3:18])[CH3:17])=[O:14].[NH2:49][CH2:50][CH2:51][O:52][CH2:53][CH2:54][O:55][CH2:56][C:57]([NH:59][CH2:60][CH2:61][O:62][CH2:63][CH2:64][O:65][CH2:66][C:67]([OH:69])=[O:68])=[O:58].CCN(C(C)C)C(C)C. The catalyst is C(O)C. The product is [C:43]([O:42][C:40](=[O:41])[CH2:39][CH2:38][CH2:37][CH2:36][CH2:35][CH2:34][CH2:33][CH2:32][CH2:31][CH2:30][CH2:29][CH2:28][CH2:27][CH2:26][CH2:25][CH2:24][CH2:23][CH2:22][C:21](=[O:47])[NH:20][C@H:12]([C:13]([O:15][C:16]([CH3:19])([CH3:18])[CH3:17])=[O:14])[CH2:11][CH2:10][C:9](=[O:8])[NH:49][CH2:50][CH2:51][O:52][CH2:53][CH2:54][O:55][CH2:56][C:57](=[O:58])[NH:59][CH2:60][CH2:61][O:62][CH2:63][CH2:64][O:65][CH2:66][C:67]([OH:69])=[O:68])([CH3:46])([CH3:44])[CH3:45]. The yield is 0.960.